This data is from Retrosynthesis with 50K atom-mapped reactions and 10 reaction types from USPTO. The task is: Predict the reactants needed to synthesize the given product. The reactants are: CC[C@H](C)[C@@H]([C@@H](CC(=O)N1CCC[C@H]1[C@H](OC)[C@@H](C)C(=O)N[C@@H](Cc1ccccc1)C(=O)OC(C)(C)C)OC)N(C)C(=O)[C@@H](NC(=O)C(C)(C)N(C)C(=O)OCC1c2ccccc2-c2ccccc21)C(C)C. Given the product CC[C@H](C)[C@@H]([C@@H](CC(=O)N1CCC[C@H]1[C@H](OC)[C@@H](C)C(=O)N[C@@H](Cc1ccccc1)C(=O)OC(C)(C)C)OC)N(C)C(=O)[C@@H](NC(=O)C(C)(C)NC)C(C)C, predict the reactants needed to synthesize it.